Dataset: Full USPTO retrosynthesis dataset with 1.9M reactions from patents (1976-2016). Task: Predict the reactants needed to synthesize the given product. (1) Given the product [CH3:1][O:2][C:3]([C@@H:5]1[CH2:39][C@@H:38]2[CH2:40][N:6]1[C:7](=[O:52])[C@H:8]([CH:43]1[CH2:44][C:45]3[C:50](=[CH:49][CH:48]=[CH:47][CH:46]=3)[CH2:51]1)[NH:9][C:10](=[O:42])[O:11][C@@H:12]1[CH2:41][C@H:13]1[CH2:14][CH2:15][CH2:16][CH2:17][CH2:18][C:19]1[C:20]([O:37]2)=[N:21][C:22]2[CH:23]=[CH:24][CH:25]=[CH:26][C:27]=2[C:28]=1[OH:29])=[O:4], predict the reactants needed to synthesize it. The reactants are: [CH3:1][O:2][C:3]([C@@H:5]1[CH2:39][C@@H:38]2[CH2:40][N:6]1[C:7](=[O:52])[C@H:8]([CH:43]1[CH2:51][C:50]3[C:45](=[CH:46][CH:47]=[CH:48][CH:49]=3)[CH2:44]1)[NH:9][C:10](=[O:42])[O:11][C@@H:12]1[CH2:41][C@H:13]1[CH2:14][CH2:15][CH2:16][C:17]#[C:18][C:19]1[C:20]([O:37]2)=[N:21][C:22]2[CH:23]=[CH:24][CH:25]=[CH:26][C:27]=2[C:28]=1[O:29]CC1C=CC=CC=1)=[O:4]. (2) Given the product [C:1]([NH:5][C@@H:6]1[C@H:12]([C:13]2[CH:18]=[CH:17][C:16]([Cl:19])=[C:15]([Cl:20])[CH:14]=2)[O:11][CH2:10][CH2:9][N:8]([C:21]([O:23][C:24]([CH3:27])([CH3:26])[CH3:25])=[O:22])[CH2:7]1)(=[O:3])[CH3:2], predict the reactants needed to synthesize it. The reactants are: [C:1](Cl)(=[O:3])[CH3:2].[NH2:5][CH:6]1[CH:12]([C:13]2[CH:18]=[CH:17][C:16]([Cl:19])=[C:15]([Cl:20])[CH:14]=2)[O:11][CH2:10][CH2:9][N:8]([C:21]([O:23][C:24]([CH3:27])([CH3:26])[CH3:25])=[O:22])[CH2:7]1.C(N(CC)CC)C.O. (3) Given the product [CH:1]12[CH2:8][CH:7]3[CH2:6][CH:5]([CH2:4][CH:3]([CH2:9]3)[CH:2]1[C:11]1[CH:12]=[CH:13][C:14]([O:17][CH2:18][CH:20]3[CH2:21][O:22]3)=[CH:15][CH:16]=1)[CH2:10]2, predict the reactants needed to synthesize it. The reactants are: [CH:1]12[CH2:10][CH:5]3[CH2:6][CH:7]([CH2:9][CH:3]([CH2:4]3)[CH:2]1[C:11]1[CH:16]=[CH:15][C:14]([OH:17])=[CH:13][CH:12]=1)[CH2:8]2.[CH2:18]([CH:20]1[O:22][CH2:21]1)Cl. (4) Given the product [I:1][C:2]1[CH:3]=[C:4]2[C:8](=[CH:9][CH:10]=1)[NH:7][C:6](=[O:11])[C:5]2=[N:22][NH:21][C:19](=[O:20])[C:18]1[CH:17]=[CH:16][C:15]([C:14]([F:13])([F:26])[F:25])=[CH:24][CH:23]=1, predict the reactants needed to synthesize it. The reactants are: [I:1][C:2]1[CH:3]=[C:4]2[C:8](=[CH:9][CH:10]=1)[NH:7][C:6](=[O:11])[C:5]2=O.[F:13][C:14]([F:26])([F:25])[C:15]1[CH:24]=[CH:23][C:18]([C:19]([NH:21][NH2:22])=[O:20])=[CH:17][CH:16]=1. (5) Given the product [C:61]([C:63]1[CH:68]=[C:67]([C:2]2[CH:7]=[C:6]([C:8]3[CH:13]=[CH:12][CH:11]=[CH:10][CH:9]=3)[N:5]=[C:4]([NH:14][C:15](=[O:29])[CH2:16][CH2:17][C:18]([C:20]3[CH:21]=[CH:22][C:23]4[O:27][CH2:26][CH2:25][C:24]=4[CH:28]=3)=[O:19])[CH:3]=2)[CH:66]=[CH:65][CH:64]=1)#[N:62], predict the reactants needed to synthesize it. The reactants are: Cl[C:2]1[CH:7]=[C:6]([C:8]2[CH:13]=[CH:12][CH:11]=[CH:10][CH:9]=2)[N:5]=[C:4]([NH:14][C:15](=[O:29])[CH2:16][CH2:17][C:18]([C:20]2[CH:21]=[CH:22][C:23]3[O:27][CH2:26][CH2:25][C:24]=3[CH:28]=2)=[O:19])[CH:3]=1.C1(C2C=CC=CC=2)C=CC=CC=1P(C1CCCCC1)C1CCCCC1.C(=O)([O-])[O-].[K+].[K+].[C:61]([C:63]1[CH:64]=[C:65](B(O)O)[CH:66]=[CH:67][CH:68]=1)#[N:62].